Dataset: Full USPTO retrosynthesis dataset with 1.9M reactions from patents (1976-2016). Task: Predict the reactants needed to synthesize the given product. (1) Given the product [Cl:26][C:23]1[CH:24]=[CH:25][C:20]([C:18]([NH:17][CH:13]([CH2:12][C:7]2[C:5]3[C:4](=[CH:3][CH:2]=[CH:1][CH:6]=3)[NH:11][C:9](=[O:10])[CH:8]=2)[C:14]([O:16][CH2:28][C:29]2[O:30][C:31](=[O:35])[O:32][C:33]=2[CH3:34])=[O:15])=[O:19])=[CH:21][CH:22]=1, predict the reactants needed to synthesize it. The reactants are: [CH:1]1[CH:2]=[CH:3][C:4]2[NH:11][C:9](=[O:10])[CH:8]=[C:7]([CH2:12][CH:13]([NH:17][C:18]([C:20]3[CH:21]=[CH:22][C:23]([Cl:26])=[CH:24][CH:25]=3)=[O:19])[C:14]([OH:16])=[O:15])[C:5]=2[CH:6]=1.Cl[CH2:28][C:29]1[O:30][C:31](=[O:35])[O:32][C:33]=1[CH3:34]. (2) Given the product [CH3:34][C:23]1[CH:22]=[C:21]([C:19]([N:10]2[C:11]3[CH:18]=[CH:17][CH:16]=[CH:15][C:12]=3[CH2:13][N:14]3[C:5]([C:3]([NH:41][CH2:40][C:39]4[CH:42]=[CH:43][CH:44]=[CH:45][C:38]=4[CH3:37])=[O:4])=[CH:6][CH:7]=[C:8]3[CH2:9]2)=[O:20])[CH:26]=[CH:25][C:24]=1[C:27]1[CH:32]=[CH:31][CH:30]=[CH:29][C:28]=1[CH3:33], predict the reactants needed to synthesize it. The reactants are: ClC(Cl)(Cl)[C:3]([C:5]1[N:14]2[C:8]([CH2:9][N:10]([C:19]([C:21]3[CH:26]=[CH:25][C:24]([C:27]4[CH:32]=[CH:31][CH:30]=[CH:29][C:28]=4[CH3:33])=[C:23]([CH3:34])[CH:22]=3)=[O:20])[C:11]3[CH:18]=[CH:17][CH:16]=[CH:15][C:12]=3[CH2:13]2)=[CH:7][CH:6]=1)=[O:4].[CH3:37][C:38]1[CH:45]=[CH:44][CH:43]=[CH:42][C:39]=1[CH2:40][NH2:41]. (3) The reactants are: [OH-].[Na+].C([O:6][C:7]1[CH:12]=[CH:11][CH:10]=[C:9]([O:13][Si:14]([CH:21]([CH3:23])[CH3:22])([CH:18]([CH3:20])[CH3:19])[CH:15]([CH3:17])[CH3:16])[CH:8]=1)(=O)C. Given the product [CH3:20][CH:18]([Si:14]([CH:21]([CH3:23])[CH3:22])([O:13][C:9]1[CH:8]=[C:7]([OH:6])[CH:12]=[CH:11][CH:10]=1)[CH:15]([CH3:16])[CH3:17])[CH3:19], predict the reactants needed to synthesize it. (4) Given the product [CH3:1][O:2][C:3]([C:5]1[C:14]([CH3:15])=[C:13]([O:16][CH2:24][C:25]2[CH:30]=[CH:29][CH:28]=[CH:27][CH:26]=2)[C:12]2[C:7](=[CH:8][CH:9]=[C:10]([F:17])[CH:11]=2)[CH:6]=1)=[O:4], predict the reactants needed to synthesize it. The reactants are: [CH3:1][O:2][C:3]([C:5]1[C:14]([CH3:15])=[C:13]([OH:16])[C:12]2[C:7](=[CH:8][CH:9]=[C:10]([F:17])[CH:11]=2)[CH:6]=1)=[O:4].C(=O)([O-])[O-].[K+].[K+].[CH2:24](Br)[C:25]1[CH:30]=[CH:29][CH:28]=[CH:27][CH:26]=1. (5) Given the product [CH2:1]([N:8]1[C:17]2[C:16]3[CH:18]=[CH:19][CH:20]=[CH:21][C:15]=3[NH:14][CH2:13][CH2:12][C:11]=2[N:10]=[C:9]1[CH3:30])[C:2]1[CH:3]=[CH:4][CH:5]=[CH:6][CH:7]=1, predict the reactants needed to synthesize it. The reactants are: [CH2:1]([N:8]1[C:17]2[C:16]3[CH:18]=[CH:19][CH:20]=[CH:21][C:15]=3[N:14](C(C3C=CC=CC=3)=O)[CH2:13][CH2:12][C:11]=2[N:10]=[C:9]1[CH3:30])[C:2]1[CH:7]=[CH:6][CH:5]=[CH:4][CH:3]=1.Cl.